This data is from Catalyst prediction with 721,799 reactions and 888 catalyst types from USPTO. The task is: Predict which catalyst facilitates the given reaction. (1) The catalyst class is: 20. Reactant: [CH:1]1[C:10]2[C:5](=[CH:6][C:7]([CH:11]([CH3:15])[C:12](O)=[O:13])=[CH:8][CH:9]=2)[CH:4]=[CH:3][N:2]=1.C(N(CC)CC)C.ClC(OCC)=O.[N-:29]=[N+:30]=[N-:31].[Na+]. Product: [CH:1]1[C:10]2[C:5](=[CH:6][C:7]([CH:11]([CH3:15])[C:12]([N:29]=[N+:30]=[N-:31])=[O:13])=[CH:8][CH:9]=2)[CH:4]=[CH:3][N:2]=1. (2) Reactant: [Cl:1][C:2]1[N:7]=[C:6]([CH3:8])[C:5]2[CH:9]=[N:10][NH:11][C:4]=2[CH:3]=1.[OH-].[K+].[I:14]I.S([O-])([O-])(=O)=S.[Na+].[Na+]. Product: [Cl:1][C:2]1[N:7]=[C:6]([CH3:8])[C:5]2[C:9]([I:14])=[N:10][NH:11][C:4]=2[CH:3]=1. The catalyst class is: 329. (3) Reactant: O[NH:2][C:3]([C:5]1[CH:9]=[C:8]([C:10]2[CH:15]=[CH:14][N:13]=[C:12](/[CH:16]=[CH:17]/[C:18]3[CH:23]=[CH:22][CH:21]=[CH:20][CH:19]=3)[CH:11]=2)[NH:7][C:6]=1[N:24]1[CH2:29][CH2:28][NH:27][CH2:26][CH2:25]1)=[NH:4].C[C:31]([OH:33])=[O:32]. Product: [C:5]([O:33][C:31]([N:27]1[CH2:28][CH2:29][N:24]([C:6]2[NH:7][C:8]([C:10]3[CH:15]=[CH:14][N:13]=[C:12]([CH2:16][CH2:17][C:18]4[CH:23]=[CH:22][CH:21]=[CH:20][CH:19]=4)[CH:11]=3)=[CH:9][C:5]=2[C:3](=[NH:4])[NH2:2])[CH2:25][CH2:26]1)=[O:32])([CH3:9])([CH3:6])[CH3:3]. The catalyst class is: 401. (4) Reactant: [NH2:1][C:2]1[CH:7]=[C:6]([O:8][C:9]2[CH:18]=[C:17]3[C:12]([CH2:13][CH2:14][CH:15]([C:19]([NH:21][C:22]4[CH:27]=[CH:26][CH:25]=[C:24]([C:28]([CH3:31])([CH3:30])[CH3:29])[CH:23]=4)=[O:20])[CH2:16]3)=[CH:11][CH:10]=2)[CH:5]=[CH:4][N:3]=1.[Cl:32][CH2:33][CH2:34][CH2:35][N:36]=[C:37]=[O:38].ClC(C)CN=C=O. Product: [C:28]([C:24]1[CH:23]=[C:22]([NH:21][C:19]([CH:15]2[CH2:14][CH2:13][C:12]3[C:17](=[CH:18][C:9]([O:8][C:6]4[CH:5]=[CH:4][N:3]=[C:2]([NH:1][C:37]([NH:36][CH2:35][CH2:34][CH2:33][Cl:32])=[O:38])[CH:7]=4)=[CH:10][CH:11]=3)[CH2:16]2)=[O:20])[CH:27]=[CH:26][CH:25]=1)([CH3:31])([CH3:30])[CH3:29]. The catalyst class is: 2. (5) Reactant: [NH2:1][C:2]1[C:3](Br)=[CH:4][C:5]([F:18])=[C:6]([N:8]2[C:12](=[O:13])[N:11]([CH:14]([F:16])[F:15])[C:10]([CH3:17])=[N:9]2)[CH:7]=1.CCO[C:23]([S-:25])=[S:24].[K+].Cl. Product: [F:18][C:5]1[C:6]([N:8]2[C:12](=[O:13])[N:11]([CH:14]([F:16])[F:15])[C:10]([CH3:17])=[N:9]2)=[CH:7][C:2]2[N:1]=[C:23]([SH:25])[S:24][C:3]=2[CH:4]=1. The catalyst class is: 9. (6) Reactant: [CH:1]1([CH:7]([OH:38])[CH2:8][N:9]2[C:14](=[O:15])[C:13]([CH2:16][C:17]3[CH:22]=[CH:21][C:20]([C:23]4[C:24]([C:29]#[N:30])=[CH:25][CH:26]=[CH:27][CH:28]=4)=[CH:19][CH:18]=3)=[C:12]([CH2:31][CH2:32][CH3:33])[N:11]3[N:34]=[C:35]([CH3:37])[N:36]=[C:10]23)[CH2:6][CH2:5][CH2:4][CH2:3][CH2:2]1.N1C(C)=CC=CC=1C.FC(F)(F)S(O[Si:53]([C:56]([CH3:59])([CH3:58])[CH3:57])([CH3:55])[CH3:54])(=O)=O. Product: [Si:53]([O:38][CH:7]([CH:1]1[CH2:6][CH2:5][CH2:4][CH2:3][CH2:2]1)[CH2:8][N:9]1[C:14](=[O:15])[C:13]([CH2:16][C:17]2[CH:22]=[CH:21][C:20]([C:23]3[C:24]([C:29]#[N:30])=[CH:25][CH:26]=[CH:27][CH:28]=3)=[CH:19][CH:18]=2)=[C:12]([CH2:31][CH2:32][CH3:33])[N:11]2[N:34]=[C:35]([CH3:37])[N:36]=[C:10]12)([C:56]([CH3:59])([CH3:58])[CH3:57])([CH3:55])[CH3:54]. The catalyst class is: 54.